Dataset: Forward reaction prediction with 1.9M reactions from USPTO patents (1976-2016). Task: Predict the product of the given reaction. (1) Given the reactants [CH2:1]1[C:7]2=[C:8]3[C:12](=[CH:13][CH:14]=[C:6]2[O:5][CH2:4][CH2:3][N:2]1C(OC(C)(C)C)=O)[NH:11][CH:10]=[CH:9]3.[H-].[Na+].CN(C=O)C.[CH3:29][O:30][C:31]1[CH:36]=[CH:35][C:34]([S:37](Cl)(=[O:39])=[O:38])=[CH:33][CH:32]=1, predict the reaction product. The product is: [CH3:29][O:30][C:31]1[CH:32]=[CH:33][C:34]([S:37]([N:11]2[C:12]3[C:8](=[C:7]4[CH2:1][NH:2][CH2:3][CH2:4][O:5][C:6]4=[CH:14][CH:13]=3)[CH:9]=[CH:10]2)(=[O:39])=[O:38])=[CH:35][CH:36]=1. (2) Given the reactants C(OC(C[N:12]1[CH2:23][CH2:22][N:21]([CH2:24][P:25]([O:31]OCC)([O:27]OCC)=[O:26])[CH2:20][CH2:19][N:18](CC(OCC2C=CC=CC=2)=O)[CH2:17][CH2:16][N:15]([CH2:46][P:47]([O:53]OCC)([O:49]OCC)=[O:48])[CH2:14][CH2:13]1)=O)C1C=CC=CC=1, predict the reaction product. The product is: [P:47]([CH2:46][N:15]1[CH2:16][CH2:17][NH:18][CH2:19][CH2:20][N:21]([CH2:24][P:25]([OH:27])([OH:31])=[O:26])[CH2:22][CH2:23][NH:12][CH2:13][CH2:14]1)([OH:53])([OH:49])=[O:48].